Dataset: Experimentally validated miRNA-target interactions with 360,000+ pairs, plus equal number of negative samples. Task: Binary Classification. Given a miRNA mature sequence and a target amino acid sequence, predict their likelihood of interaction. (1) The miRNA is mmu-miR-466i-5p with sequence UGUGUGUGUGUGUGUGUGUG. The protein sequence of the target gene is MAPVSGSRSPEREASGAKRRSPSRSPKSIKSSRSPRCRRSRSRSCSRFGDRNGLSHSLSGFSQSSRNQSYRSRSRSRSRERPSAQRSAPFASASSSAYYGGYSRPYGGDKPWPSLLDKEREESLRQKRLSERERIGELGAPEVWGLSPKNPEPDSDEHTPVEDEEPKKSTTSASSSEDDKKKKRKSSHSKDRAKKKRKKKSSKRKHKKYSEDSDSDSESDTDSSDEDSKRRAKKAKKKDKKKKRRGKKYKKKKSKKNRKESSDSSSKESQEEFLENPWKDRSKAEEPSDLIGPEAPKTLA.... Result: 1 (interaction). (2) The miRNA is mmu-miR-124-3p with sequence UAAGGCACGCGGUGAAUGCC. The protein sequence of the target gene is MSRFLNVLRSWLVMVSIIAMGNTLQSFRDHTFLYEKLYTGKPNLVNGLQARTFGIWTLLSSVIRCLCAIDIHNKTLYHITLWTFLLALGHFLSELFVFGTAAPTVGVLAPLMVASFSILGMLVGLRYLEAEPVSRQKKRN. Result: 1 (interaction). (3) The miRNA is hsa-miR-1267 with sequence CCUGUUGAAGUGUAAUCCCCA. The protein sequence of the target gene is MNKHQKPVLTGQRFKTRKRDEKEKFEPTVFRDTLVQGLNEAGDDLEAVAKFLDSTGSRLDYRRYADTLFDILVAGSMLAPGGTRIDDGDKTKMTNHCVFSANEDHETIRNYAQVFNKLIRRYKYLEKAFEDEMKKLLLFLKAFSETEQTKLAMLSGILLGNGTLPATILTSLFTDSLVKEGIAASFAVKLFKAWMAEKDANSVTSSLRKANLDKRLLELFPVNRQSVDHFAKYFTDAGLKELSDFLRVQQSLGTRKELQKELQERLSQECPIKEVVLYVKEEMKRNDLPETAVIGLLWTC.... Result: 0 (no interaction).